From a dataset of Full USPTO retrosynthesis dataset with 1.9M reactions from patents (1976-2016). Predict the reactants needed to synthesize the given product. (1) Given the product [CH3:1][C:2]1[N:7]=[C:6]([C:13]#[N:14])[CH:5]=[CH:4][N:3]=1, predict the reactants needed to synthesize it. The reactants are: [CH3:1][C:2]1[N:7]=[CH:6][CH:5]=[CH:4][N+:3]=1[O-].C[Si]([C:13]#[N:14])(C)C.C(N(CC)CC)C. (2) Given the product [Cl:1][C:2]1[CH:3]=[CH:4][C:5]([O:10][CH2:17][CH:18]([CH2:21][CH3:22])[CH2:19][CH3:20])=[C:6]([CH:9]=1)[CH:7]=[O:8], predict the reactants needed to synthesize it. The reactants are: [Cl:1][C:2]1[CH:3]=[CH:4][C:5]([OH:10])=[C:6]([CH:9]=1)[CH:7]=[O:8].CN(C=O)C.Cl[CH2:17][CH:18]([CH2:21][CH3:22])[CH2:19][CH3:20].C([O-])([O-])=O.[K+].[K+]. (3) Given the product [OH:1][CH2:2][C@@H:3]([NH:10][C:11]([C:13]1[N:14]=[CH:15][CH:16]([C:18]2[C:23]([CH3:24])=[CH:22][N:21]=[C:20]([S:25][CH2:26][CH2:27][CH3:28])[N:19]=2)[CH:17]=1)=[O:12])[C:4]1[CH:5]=[CH:6][CH:7]=[CH:8][CH:9]=1, predict the reactants needed to synthesize it. The reactants are: [OH:1][CH2:2][C@@H:3]([NH:10][C:11]([C:13]1[NH:14][CH:15]=[C:16]([C:18]2[C:23]([CH3:24])=[CH:22][N:21]=[C:20]([SH:25])[N:19]=2)[CH:17]=1)=[O:12])[C:4]1[CH:9]=[CH:8][CH:7]=[CH:6][CH:5]=1.[CH2:26](I)[CH2:27][CH3:28]. (4) Given the product [C:51]1([C:50]2[CH:49]=[CH:48][CH:76]=[CH:75][CH:74]=2)[CH:60]=[CH:57][CH:58]=[C:59]([CH2:55][CH:25]2[C:32]3[CH:31]=[C:30]([C:33]([O:35][CH3:36])=[O:34])[NH:29][C:28]=3[CH2:27][CH2:26]2)[CH:52]=1.[C:48]1([C:13]2[CH:19]=[CH:18][CH:16]=[CH:15][CH:14]=2)[CH:76]=[CH:75][CH:74]=[C:50](/[CH:51]=[C:52]2\[CH2:53][CH2:54][C:55]3[N:56]([S:64]([C:67]4[CH:73]=[CH:72][C:70]([CH3:71])=[CH:69][CH:68]=4)(=[O:65])=[O:66])[C:57]([C:60]([O:62][CH3:63])=[O:61])=[CH:58][C:59]\2=3)[CH:49]=1, predict the reactants needed to synthesize it. The reactants are: CC1C2C(=O)CCC=2N(S([C:13]2[CH:19]=[CH:18][C:16](C)=[CH:15][CH:14]=2)(=O)=O)C=1C(O)=O.O=[C:25]1[C:32]2[CH:31]=[C:30]([C:33]([O:35][CH3:36])=[O:34])[NH:29][C:28]=2[CH2:27][CH2:26]1.BrC1C=C(C=CC=1)C[Mg]Br.Br[C:48]1[CH:49]=[C:50]([CH:74]=[CH:75][CH:76]=1)/[CH:51]=[C:52]1\[CH2:53][CH2:54][C:55]2[N:56]([S:64]([C:67]3[CH:73]=[CH:72][C:70]([CH3:71])=[CH:69][CH:68]=3)(=[O:66])=[O:65])[C:57]([C:60]([O:62][CH3:63])=[O:61])=[CH:58][C:59]\1=2.C1(B(O)O)C=CC=CC=1. (5) Given the product [CH:1](=[C:3]1[O:4][CH2:5][C:6]2([CH2:13][O:12][C:11](=[CH:14][CH3:15])[O:10][CH2:9]2)[CH2:7][O:8]1)[CH3:2], predict the reactants needed to synthesize it. The reactants are: [CH:1]([CH:3]1[O:8][CH2:7][C:6]2([CH2:13][O:12][CH:11]([CH:14]=[CH2:15])[O:10][CH2:9]2)[CH2:5][O:4]1)=[CH2:2].